Dataset: Full USPTO retrosynthesis dataset with 1.9M reactions from patents (1976-2016). Task: Predict the reactants needed to synthesize the given product. (1) Given the product [CH3:17][O:16][C:5]1[C:4]([CH2:3][CH:2]=[O:1])=[CH:15][C:8]2[N:9]([CH3:14])[C:10](=[O:13])[O:11][CH2:12][C:7]=2[CH:6]=1, predict the reactants needed to synthesize it. The reactants are: [OH:1][CH:2](CO)[CH2:3][C:4]1[C:5]([O:16][CH3:17])=[CH:6][C:7]2[CH2:12][O:11][C:10](=[O:13])[N:9]([CH3:14])[C:8]=2[CH:15]=1.O.I([O-])(=O)(=O)=O.[Na+]. (2) Given the product [CH:10]1([NH:16][C:7]([CH:5]2[CH2:4][O:3][C:2](=[O:1])[O:6]2)=[O:8])[CH2:15][CH2:14][CH2:13][CH2:12][CH2:11]1, predict the reactants needed to synthesize it. The reactants are: [O:1]=[C:2]1[O:6][CH:5]([C:7](Cl)=[O:8])[CH2:4][O:3]1.[CH:10]1([NH2:16])[CH2:15][CH2:14][CH2:13][CH2:12][CH2:11]1.C(N(CC)CC)C. (3) Given the product [C:13]1([S:10]([NH:9][C:4]2[C:3]([F:19])=[C:2]([NH:1][C:30]([C:27]3[C:23]4[N:24]=[CH:25][N:26]=[C:21]([NH2:33])[C:22]=4[S:29][CH:28]=3)=[O:31])[C:7]([F:8])=[CH:6][CH:5]=2)(=[O:12])=[O:11])[CH:18]=[CH:17][CH:16]=[CH:15][CH:14]=1, predict the reactants needed to synthesize it. The reactants are: [NH2:1][C:2]1[C:3]([F:19])=[C:4]([NH:9][S:10]([C:13]2[CH:18]=[CH:17][CH:16]=[CH:15][CH:14]=2)(=[O:12])=[O:11])[CH:5]=[CH:6][C:7]=1[F:8].Cl[C:21]1[C:22]2[S:29][CH:28]=[C:27]([C:30](Cl)=[O:31])[C:23]=2[N:24]=[CH:25][N:26]=1.[NH3:33]. (4) Given the product [CH3:9][O:8][C:6](=[O:7])[C:5]1[CH:10]=[CH:11][CH:12]=[C:3]([CH2:2][N:22]2[C:21](=[O:26])[C:20]([C:16]3[CH:17]=[CH:18][CH:19]=[C:14]([Br:13])[CH:15]=3)([CH3:27])[NH:24][C:23]2=[O:25])[CH:4]=1, predict the reactants needed to synthesize it. The reactants are: Br[CH2:2][C:3]1[CH:4]=[C:5]([CH:10]=[CH:11][CH:12]=1)[C:6]([O:8][CH3:9])=[O:7].[Br:13][C:14]1[CH:15]=[C:16]([C:20]2([CH3:27])[NH:24][C:23](=[O:25])[NH:22][C:21]2=[O:26])[CH:17]=[CH:18][CH:19]=1.C(=O)([O-])[O-].[K+].[K+]. (5) Given the product [CH3:1][O:2][C:3]1[CH:4]=[C:5]([CH2:9][CH2:13][C:14]([O:16][CH2:17][CH3:18])=[O:15])[CH:6]=[CH:7][CH:8]=1, predict the reactants needed to synthesize it. The reactants are: [CH3:1][O:2][C:3]1[CH:4]=[C:5]([CH:9]([CH2:13][C:14]([OH:16])=[O:15])C(O)=O)[CH:6]=[CH:7][CH:8]=1.[CH2:17](O)[CH3:18].